Dataset: Catalyst prediction with 721,799 reactions and 888 catalyst types from USPTO. Task: Predict which catalyst facilitates the given reaction. (1) Reactant: [CH2:1]([NH:8][CH2:9][CH2:10][C:11]1[CH:25]=[CH:24][C:14]([O:15][C:16]2[CH:23]=[CH:22][C:19]([C:20]#[N:21])=[CH:18][N:17]=2)=[CH:13][CH:12]=1)[C:2]1[CH:7]=[CH:6][CH:5]=[CH:4][CH:3]=1.CSC.B.Cl.[OH-].[Na+]. Product: [NH2:21][CH2:20][C:19]1[CH:22]=[CH:23][C:16]([O:15][C:14]2[CH:24]=[CH:25][C:11]([CH2:10][CH2:9][NH:8][CH2:1][C:2]3[CH:3]=[CH:4][CH:5]=[CH:6][CH:7]=3)=[CH:12][CH:13]=2)=[N:17][CH:18]=1. The catalyst class is: 1. (2) Reactant: Br.[Br:2][C:3]1[CH:4]=[C:5]([CH2:10]Br)[C:6]([NH2:9])=[N:7][CH:8]=1.[CH3:12][O:13][C:14]([C:16]1([NH2:21])[CH2:20][CH2:19][CH2:18][CH2:17]1)=[O:15].CCN(CC)CC. Product: [CH3:12][O:13][C:14]([C:16]1([NH:21][CH2:10][C:5]2[C:6]([NH2:9])=[N:7][CH:8]=[C:3]([Br:2])[CH:4]=2)[CH2:20][CH2:19][CH2:18][CH2:17]1)=[O:15]. The catalyst class is: 18. (3) Reactant: [NH2:1][C:2]1[N:7]=[C:6]([Cl:8])[C:5]([CH2:9][C:10](OCC)=[O:11])=[C:4]([NH:15][CH2:16][C:17]2[CH:21]=[CH:20][N:19]([CH3:22])[N:18]=2)[N:3]=1.CCN(C(C)C)C(C)C. Product: [NH2:1][C:2]1[N:7]=[C:6]([Cl:8])[C:5]2[CH2:9][C:10](=[O:11])[N:15]([CH2:16][C:17]3[CH:21]=[CH:20][N:19]([CH3:22])[N:18]=3)[C:4]=2[N:3]=1. The catalyst class is: 114. (4) The catalyst class is: 178. Reactant: [F:1][C:2]1[CH:10]=[CH:9][C:5]([C:6]([OH:8])=[O:7])=[C:4]([N+:11]([O-])=O)[CH:3]=1. Product: [NH2:11][C:4]1[CH:3]=[C:2]([F:1])[CH:10]=[CH:9][C:5]=1[C:6]([OH:8])=[O:7]. (5) Reactant: [NH2:1][CH2:2][C@@H:3]1[C@H:8]([CH3:9])[CH2:7][CH2:6][CH2:5][N:4]1[C:10]([C:12]1[N:13]=[C:14]([CH3:24])[S:15][C:16]=1[C:17]1[CH:22]=[CH:21][C:20]([F:23])=[CH:19][CH:18]=1)=[O:11].[CH2:25]([C:27]1[CH:28]=[N:29][C:30](Cl)=[N:31][CH:32]=1)[CH3:26].CCN(C(C)C)C(C)C. Product: [CH2:25]([C:27]1[CH:28]=[N:29][C:30]([NH:1][CH2:2][C@@H:3]2[C@H:8]([CH3:9])[CH2:7][CH2:6][CH2:5][N:4]2[C:10]([C:12]2[N:13]=[C:14]([CH3:24])[S:15][C:16]=2[C:17]2[CH:18]=[CH:19][C:20]([F:23])=[CH:21][CH:22]=2)=[O:11])=[N:31][CH:32]=1)[CH3:26]. The catalyst class is: 32. (6) Reactant: [S:1]1[CH:5]=[CH:4][CH:3]=[C:2]1[C:6]1[CH:14]=[CH:13][C:9]([C:10]([OH:12])=[O:11])=[CH:8][CH:7]=1.C1C(=O)N([Br:22])C(=O)C1. Product: [Br:22][C:5]1[S:1][C:2]([C:6]2[CH:14]=[CH:13][C:9]([C:10]([OH:12])=[O:11])=[CH:8][CH:7]=2)=[CH:3][CH:4]=1. The catalyst class is: 2.